From a dataset of Forward reaction prediction with 1.9M reactions from USPTO patents (1976-2016). Predict the product of the given reaction. (1) Given the reactants [OH:1][C:2]1([C:17]#[C:18]/[C:19](/[CH2:26][CH2:27][CH3:28])=[CH:20]\[C:21]([O:23][CH2:24][CH3:25])=[O:22])[C:13]([CH3:15])([CH3:14])[CH2:12][C:5]2([O:9][CH:8]([CH3:10])[CH:7]([CH3:11])[O:6]2)[CH:4]=[C:3]1[CH3:16].ClCCl.C(O[SiH](OCC)OCC)C.[F-].C([N+](CCCC)(CCCC)CCCC)CCC, predict the reaction product. The product is: [OH:1][C:2]1(/[CH:17]=[CH:18]/[C:19](/[CH2:26][CH2:27][CH3:28])=[CH:20]\[C:21]([O:23][CH2:24][CH3:25])=[O:22])[C:13]([CH3:14])([CH3:15])[CH2:12][C:5]2([O:9][CH:8]([CH3:10])[CH:7]([CH3:11])[O:6]2)[CH:4]=[C:3]1[CH3:16]. (2) Given the reactants C([O:3][C:4]([C:6]1[C:11]([NH:12][C:13]([C:15]23[CH2:22][CH:21]4[CH2:23][CH:17]([CH2:18][CH:19]2[CH2:20]4)[CH2:16]3)=[O:14])=[CH:10][CH:9]=[CH:8][N:7]=1)=[O:5])C.[OH-].[K+].Cl, predict the reaction product. The product is: [CH2:18]1[CH:19]2[C:15]3([C:13]([NH:12][C:11]4[C:6]([C:4]([OH:5])=[O:3])=[N:7][CH:8]=[CH:9][CH:10]=4)=[O:14])[CH2:22][CH:21]([CH2:23][CH:17]1[CH2:16]3)[CH2:20]2.